Dataset: Reaction yield outcomes from USPTO patents with 853,638 reactions. Task: Predict the reaction yield, written as a fraction of the theoretical maximum amount of product (1.0 means a 100% yield; for example, 0.34 means a 34% yield). The reactants are [Br:1][CH2:2][CH2:3][O:4][C:5]1[CH:10]=[C:9]([O:11][CH3:12])[C:8]([Cl:13])=[CH:7][C:6]=1[N+:14]([O-])=O.Cl[Sn]Cl. The catalyst is C(O)C. The product is [Br:1][CH2:2][CH2:3][O:4][C:5]1[CH:10]=[C:9]([O:11][CH3:12])[C:8]([Cl:13])=[CH:7][C:6]=1[NH2:14]. The yield is 0.942.